This data is from Reaction yield outcomes from USPTO patents with 853,638 reactions. The task is: Predict the reaction yield, written as a fraction of the theoretical maximum amount of product (1.0 means a 100% yield; for example, 0.34 means a 34% yield). (1) The reactants are Cl[C:2]1[N:3]=[C:4]([OH:12])[C:5]2[CH:11]=[CH:10][N:9]=[CH:8][C:6]=2[N:7]=1.[OH:13][C:14]1[CH:19]=[CH:18][C:17]([N:20]([CH3:29])[C:21]2[CH:22]=[C:23]([CH:26]=[CH:27][CH:28]=2)[C:24]#[N:25])=[CH:16][CH:15]=1. No catalyst specified. The product is [OH:12][C:4]1[C:5]2[CH:11]=[CH:10][N:9]=[CH:8][C:6]=2[N:7]=[C:2]([O:13][C:14]2[CH:19]=[CH:18][C:17]([N:20]([CH3:29])[C:21]3[CH:22]=[C:23]([CH:26]=[CH:27][CH:28]=3)[C:24]#[N:25])=[CH:16][CH:15]=2)[N:3]=1. The yield is 0.370. (2) The reactants are C([Li:5])CCC.Br[C:7]1[CH:8]=[C:9]([N:13]2[CH2:17][CH2:16][CH:15]([O:18][CH3:19])[CH2:14]2)[CH:10]=[CH:11][CH:12]=1.[S:20](=[O:22])=[O:21]. The catalyst is O1CCCC1. The product is [CH3:19][O:18][CH:15]1[CH2:16][CH2:17][N:13]([C:9]2[CH:8]=[C:7]([S:20]([O-:22])=[O:21])[CH:12]=[CH:11][CH:10]=2)[CH2:14]1.[Li+:5]. The yield is 0.900. (3) The reactants are [C:1]1([CH:7]([C:32]2[CH:37]=[CH:36][CH:35]=[CH:34][CH:33]=2)[N:8]2[C:16]3[C:11](=[CH:12][CH:13]=[CH:14][CH:15]=3)[C:10]([C:18]3[C:29]([OH:30])=[CH:28][C:21]4[N:22]([CH3:27])[C:23](=[O:26])[CH2:24][O:25][C:20]=4[CH:19]=3)(O)[C:9]2=[O:31])[CH:6]=[CH:5][CH:4]=[CH:3][CH:2]=1.FC(F)(F)C(O)=O.C([SiH](CC)CC)C. No catalyst specified. The product is [C:32]1([CH:7]([C:1]2[CH:2]=[CH:3][CH:4]=[CH:5][CH:6]=2)[N:8]2[C:16]3[C:11](=[CH:12][CH:13]=[CH:14][CH:15]=3)[CH:10]([C:18]3[C:29]([OH:30])=[CH:28][C:21]4[N:22]([CH3:27])[C:23](=[O:26])[CH2:24][O:25][C:20]=4[CH:19]=3)[C:9]2=[O:31])[CH:33]=[CH:34][CH:35]=[CH:36][CH:37]=1. The yield is 0.710. (4) The reactants are [Br:1][C:2]1[CH:3]=[N:4][C:5]2[C:10]([CH:11]=1)=[CH:9][C:8]([CH:12]([C:14]1[N:18]3[N:19]=[C:20]([C:23](=O)[CH3:24])[CH:21]=[CH:22][C:17]3=[N:16][N:15]=1)[CH3:13])=[CH:7][CH:6]=2.[CH:26]1([CH2:29][O:30][NH2:31])[CH2:28][CH2:27]1.Cl. The catalyst is CO. The product is [CH:26]1([CH2:29][O:30][N:31]=[C:23]([C:20]2[CH:21]=[CH:22][C:17]3[N:18]([C:14]([CH:12]([C:8]4[CH:9]=[C:10]5[C:5](=[CH:6][CH:7]=4)[N:4]=[CH:3][C:2]([Br:1])=[CH:11]5)[CH3:13])=[N:15][N:16]=3)[N:19]=2)[CH3:24])[CH2:28][CH2:27]1. The yield is 0.530. (5) The reactants are [CH:1]([C:3]1[C:12]2[C:7](=[CH:8][CH:9]=[CH:10][CH:11]=2)[C:6]([CH2:13][N:14]2[C:22](=[O:23])[C:21]3[C:16](=[CH:17][CH:18]=[CH:19][CH:20]=3)[C:15]2=[O:24])=[CH:5][CH:4]=1)=[CH2:2].Br[CH:26]([C:31]1[CH:36]=[C:35]([Cl:37])[C:34]([Cl:38])=[C:33]([Cl:39])[CH:32]=1)[C:27]([F:30])([F:29])[F:28].N1C=CC=CC=1C1C=CC=CN=1. The catalyst is ClC1C=CC=CC=1Cl.Cl[Cu]. The product is [F:30][C:27]([F:28])([F:29])[CH:26]([C:31]1[CH:32]=[C:33]([Cl:39])[C:34]([Cl:38])=[C:35]([Cl:37])[CH:36]=1)/[CH:2]=[CH:1]/[C:3]1[C:12]2[C:7](=[CH:8][CH:9]=[CH:10][CH:11]=2)[C:6]([CH2:13][N:14]2[C:22](=[O:23])[C:21]3[C:16](=[CH:17][CH:18]=[CH:19][CH:20]=3)[C:15]2=[O:24])=[CH:5][CH:4]=1. The yield is 0.560. (6) The reactants are [N+:1]([C:4]1[CH:9]=[CH:8][CH:7]=[CH:6][C:5]=1[S:10]([NH:13][CH2:14][CH2:15][C:16]1[CH:17]=[N:18][CH:19]=[CH:20][CH:21]=1)(=[O:12])=[O:11])([O-:3])=[O:2].C(=O)([O-])[O-].[K+].[K+].CN(C=O)C.I[CH2:34][CH2:35][CH2:36][O:37][C:38]1[CH:54]=[CH:53][C:41]2[N:42]([CH3:52])[C:43](=[O:51])[C:44]([CH3:50])([CH3:49])[C:45](=[O:48])[N:46]([CH3:47])[C:40]=2[CH:39]=1. The catalyst is C(OCC)(=O)C. The product is [N+:1]([C:4]1[CH:9]=[CH:8][CH:7]=[CH:6][C:5]=1[S:10]([N:13]([CH2:14][CH2:15][C:16]1[CH:17]=[N:18][CH:19]=[CH:20][CH:21]=1)[CH2:34][CH2:35][CH2:36][O:37][C:38]1[CH:54]=[CH:53][C:41]2[N:42]([CH3:52])[C:43](=[O:51])[C:44]([CH3:49])([CH3:50])[C:45](=[O:48])[N:46]([CH3:47])[C:40]=2[CH:39]=1)(=[O:11])=[O:12])([O-:3])=[O:2]. The yield is 0.800.